This data is from Reaction yield outcomes from USPTO patents with 853,638 reactions. The task is: Predict the reaction yield, written as a fraction of the theoretical maximum amount of product (1.0 means a 100% yield; for example, 0.34 means a 34% yield). (1) The reactants are [F:1][C:2]1[CH:3]=[C:4]([CH:14]=[CH:15][CH:16]=1)[C:5]([CH3:13])([CH3:12])[C@@H:6]([C:9]([OH:11])=[O:10])[NH:7][CH3:8].F[P-](F)(F)(F)(F)F.N1(O[P+](N2CCCC2)(N2CCCC2)N2CCCC2)C2C=CC=CC=2N=N1.C(N(C(C)C)CC)(C)C.Cl.[CH3:60]/[C:61](=[CH:67]\[C@@H:68]([N:72]([CH3:81])[C:73](=[O:80])[C@H:74]([C:76]([CH3:79])([CH3:78])[CH3:77])[NH2:75])[CH:69]([CH3:71])[CH3:70])/[C:62]([O:64][CH2:65][CH3:66])=[O:63]. The catalyst is ClCCl.C(OCC)(=O)C. The product is [F:1][C:2]1[CH:3]=[C:4]([CH:14]=[CH:15][CH:16]=1)[C:5]([CH3:13])([CH3:12])[C@@H:6]([C:9]([NH:75][C@H:74]([C:73]([N:72]([C@@H:68]([CH:69]([CH3:70])[CH3:71])/[CH:67]=[C:61](\[CH3:60])/[C:62]([O:64][CH2:65][CH3:66])=[O:63])[CH3:81])=[O:80])[C:76]([CH3:78])([CH3:79])[CH3:77])=[O:11])[NH:7][CH3:8].[F:1][C:2]1[CH:3]=[C:4]([CH:14]=[CH:15][CH:16]=1)[C:5]([CH3:13])([CH3:12])[C@H:6]([C:9]([NH:75][C@H:74]([C:73]([N:72]([C@@H:68]([CH:69]([CH3:71])[CH3:70])/[CH:67]=[C:61](\[CH3:60])/[C:62]([O:64][CH2:65][CH3:66])=[O:63])[CH3:81])=[O:80])[C:76]([CH3:78])([CH3:77])[CH3:79])=[O:10])[NH:7][CH3:8]. The yield is 0.150. (2) The reactants are [N+:1]([C:4]1[CH:13]=[C:12]2[C:7]([CH2:8][CH2:9][CH2:10][C:11]2=O)=[CH:6][CH:5]=1)([O-:3])=[O:2].[NH2:15][OH:16]. The catalyst is N1C=CC=CC=1. The product is [N+:1]([C:4]1[CH:13]=[C:12]2[C:7]([CH2:8][CH2:9][CH2:10][C:11]2=[N:15][OH:16])=[CH:6][CH:5]=1)([O-:3])=[O:2]. The yield is 0.880. (3) The reactants are C([O:3][C:4](=[O:31])[CH2:5][CH2:6][C:7]1[CH:12]=[CH:11][CH:10]=[C:9]([N:13]2[C:17]([NH:18][C:19]([C:21]3[CH:26]=[CH:25][CH:24]=[CH:23][N:22]=3)=[O:20])=[CH:16][C:15]([C:27]([CH3:30])([CH3:29])[CH3:28])=[N:14]2)[CH:8]=1)C.[Li+].[OH-]. The catalyst is CO. The product is [C:27]([C:15]1[CH:16]=[C:17]([NH:18][C:19]([C:21]2[CH:26]=[CH:25][CH:24]=[CH:23][N:22]=2)=[O:20])[N:13]([C:9]2[CH:8]=[C:7]([CH2:6][CH2:5][C:4]([OH:31])=[O:3])[CH:12]=[CH:11][CH:10]=2)[N:14]=1)([CH3:30])([CH3:28])[CH3:29]. The yield is 0.760. (4) The catalyst is CCO.O.[Pd]. The reactants are [N+:1]([C:4]1[CH:9]=[CH:8][C:7]([C:10]([CH3:17])([CH3:16])[C:11]([O:13][CH2:14][CH3:15])=[O:12])=[CH:6][CH:5]=1)([O-])=O.C([O-])=O.[K+]. The yield is 0.850. The product is [NH2:1][C:4]1[CH:5]=[CH:6][C:7]([C:10]([CH3:16])([CH3:17])[C:11]([O:13][CH2:14][CH3:15])=[O:12])=[CH:8][CH:9]=1. (5) The reactants are [CH3:1][C:2]1([CH3:16])[C:6]([CH3:8])([CH3:7])[O:5][B:4]([C:9]2[CH:10]=[C:11]([CH:13]=[CH:14][CH:15]=2)[NH2:12])[O:3]1.Cl[C:18]1[N:23]=[C:22]([CH3:24])[CH:21]=[CH:20][N:19]=1.O1CCOCC1.CS(O)(=O)=O. The catalyst is C(OCC)(=O)C. The product is [CH3:24][C:22]1[CH:21]=[CH:20][N:19]=[C:18]([NH:12][C:11]2[CH:13]=[CH:14][CH:15]=[C:9]([B:4]3[O:3][C:2]([CH3:16])([CH3:1])[C:6]([CH3:7])([CH3:8])[O:5]3)[CH:10]=2)[N:23]=1. The yield is 0.580. (6) The reactants are [F:1][C:2]1[CH:3]=[C:4]([NH:15][C:16](=[O:21])[CH2:17][C:18](=O)[CH3:19])[CH:5]=[C:6]([F:14])[C:7]=1[N:8]1[CH2:13][CH2:12][O:11][CH2:10][CH2:9]1.[C:22]([C:24]1[CH:25]=[C:26]([CH:32]=[CH:33][CH:34]=1)[O:27][CH2:28][C:29]([NH2:31])=O)#[N:23].C1(C)C=CC=CC=1.[NH4+].[Cl-]. The catalyst is C1(C)C(C)=CC=CC=1.C([O-])(C)C.C([O-])(C)C.C([O-])(C)C.C([O-])(C)C.[Ti+4]. The product is [F:1][C:2]1[CH:3]=[C:4]([N:15]2[C:16](=[O:21])[CH:17]=[C:18]([CH3:19])[N:31]=[C:29]2[CH2:28][O:27][C:26]2[CH:25]=[C:24]([CH:34]=[CH:33][CH:32]=2)[C:22]#[N:23])[CH:5]=[C:6]([F:14])[C:7]=1[N:8]1[CH2:13][CH2:12][O:11][CH2:10][CH2:9]1. The yield is 0.250. (7) The reactants are [O:1]1[C:5]2[CH:6]=[CH:7][C:8]([C:10]3([C:13]([NH:15][C:16]4[CH:17]=[C:18]5[C:22](=[CH:23][CH:24]=4)[N:21]([CH2:25][CH2:26][CH2:27][C:28]([OH:30])=O)[C:20]([C:31]([CH3:34])([CH3:33])[CH3:32])=[CH:19]5)=[O:14])[CH2:12][CH2:11]3)=[CH:9][C:4]=2[O:3][CH2:2]1.CCN(CC)CC.CN(C(ON1N=NC2C=CC=CC1=2)=[N+](C)C)C.F[P-](F)(F)(F)(F)F.[CH2:66]([CH2:68][NH2:69])[OH:67]. The catalyst is CN(C=O)C. The product is [O:1]1[C:5]2[CH:6]=[CH:7][C:8]([C:10]3([C:13]([NH:15][C:16]4[CH:17]=[C:18]5[C:22](=[CH:23][CH:24]=4)[N:21]([CH2:25][CH2:26][CH2:27][C:28]([NH:69][CH2:68][CH2:66][OH:67])=[O:30])[C:20]([C:31]([CH3:32])([CH3:34])[CH3:33])=[CH:19]5)=[O:14])[CH2:12][CH2:11]3)=[CH:9][C:4]=2[O:3][CH2:2]1. The yield is 0.640. (8) The reactants are [N:1]1([CH2:7][CH2:8][NH2:9])[CH2:6][CH2:5][O:4][CH2:3][CH2:2]1.Cl[C:11]1[N:12]([CH2:34][CH:35]2[CH2:37][CH2:36]2)[C:13]2[C:18]([N:19]=1)=[C:17]([N:20]1[CH2:25][CH2:24][O:23][CH2:22][CH2:21]1)[N:16]=[C:15]([C:26]1[C:27]([CH3:33])=[N:28][C:29]([NH2:32])=[N:30][CH:31]=1)[N:14]=2. The catalyst is CS(C)=O. The product is [NH2:32][C:29]1[N:28]=[C:27]([CH3:33])[C:26]([C:15]2[N:14]=[C:13]3[C:18]([N:19]=[C:11]([NH:9][CH2:8][CH2:7][N:1]4[CH2:6][CH2:5][O:4][CH2:3][CH2:2]4)[N:12]3[CH2:34][CH:35]3[CH2:37][CH2:36]3)=[C:17]([N:20]3[CH2:25][CH2:24][O:23][CH2:22][CH2:21]3)[N:16]=2)=[CH:31][N:30]=1. The yield is 0.750. (9) The reactants are [Cl:1][C:2]1[CH:7]=[CH:6][C:5]([N+:8]([O-:10])=[O:9])=[CH:4][C:3]=1[O:11]C.Br. The catalyst is C(O)(=O)C. The product is [Cl:1][C:2]1[CH:7]=[CH:6][C:5]([N+:8]([O-:10])=[O:9])=[CH:4][C:3]=1[OH:11]. The yield is 0.540.